From a dataset of Reaction yield outcomes from USPTO patents with 853,638 reactions. Predict the reaction yield, written as a fraction of the theoretical maximum amount of product (1.0 means a 100% yield; for example, 0.34 means a 34% yield). (1) The reactants are [Br:1][CH2:2][CH2:3][CH2:4][CH2:5][O:6][CH2:7][CH2:8][CH2:9][CH2:10][CH2:11]O.C(Br)(Br)(Br)[Br:14].C1(P(C2C=CC=CC=2)C2C=CC=CC=2)C=CC=CC=1.CCCCCCC. The catalyst is C1COCC1. The product is [Br:14][CH2:11][CH2:10][CH2:9][CH2:8][CH2:7][O:6][CH2:5][CH2:4][CH2:3][CH2:2][Br:1]. The yield is 0.700. (2) The reactants are [NH2:1][C:2]1[CH:3]=[C:4]([OH:8])[CH:5]=[CH:6][CH:7]=1.[CH:9](O)([CH3:11])[CH3:10].C1(P(C2C=CC=CC=2)C2C=CC=CC=2)C=CC=CC=1.CCOC(/N=N/C(OCC)=O)=O. The catalyst is C1COCC1. The product is [CH:9]([O:8][C:4]1[CH:3]=[C:2]([NH2:1])[CH:7]=[CH:6][CH:5]=1)([CH3:11])[CH3:10]. The yield is 0.640.